Task: Predict the reaction yield, written as a fraction of the theoretical maximum amount of product (1.0 means a 100% yield; for example, 0.34 means a 34% yield).. Dataset: Reaction yield outcomes from USPTO patents with 853,638 reactions (1) The reactants are [CH3:1][N:2]([CH3:6])[CH2:3][CH2:4][NH2:5].[CH2:7]([S:9]([C:12]1[CH:13]=[C:14]([C:18]2[C:23]3[C:24]4[CH:30]=[C:29]([CH3:31])[CH:28]=[N:27][C:25]=4[NH:26][C:22]=3[C:21](NCCCN(C)C)=[N:20][CH:19]=2)[CH:15]=[CH:16][CH:17]=1)(=[O:11])=[O:10])[CH3:8]. No catalyst specified. The product is [CH2:7]([S:9]([C:12]1[CH:13]=[C:14]([C:18]2[C:23]3[C:24]4[CH:30]=[C:29]([CH3:31])[CH:28]=[N:27][C:25]=4[NH:26][C:22]=3[C:21]([NH:5][CH2:4][CH2:3][N:2]([CH3:6])[CH3:1])=[N:20][CH:19]=2)[CH:15]=[CH:16][CH:17]=1)(=[O:10])=[O:11])[CH3:8]. The yield is 0.770. (2) The yield is 0.990. The product is [CH2:1]([C:4]1[CH:9]=[CH:8][CH:7]=[CH:6][C:5]=1[CH2:10][C:11]([N:32]1[C@H:33]([CH3:15])[CH2:34][CH2:35][C@H:30]1[CH3:31])=[O:13])[CH:2]=[CH2:3]. The catalyst is CN(C)C=O.O. The reactants are [CH2:1]([C:4]1[CH:9]=[CH:8][CH:7]=[CH:6][C:5]=1[CH2:10][C:11]([OH:13])=O)[CH:2]=[CH2:3].Cl.[CH3:15]N(C)CCCN=C=NCC.ON1[C:31]2[N:32]=[CH:33][CH:34]=[CH:35][C:30]=2N=N1.C(N(CC)CC)C. (3) The reactants are BrC1C=C[C:5](NCC(OC)=O)=[N:6]C=1.[F:14][C:15]1[CH:23]=[C:22]2[C:18]([C:19]([CH:25]=O)=[CH:20][N:21]2[CH3:24])=[CH:17][CH:16]=1.CN1C2C(=CC=CC=2)C(C)=C1C=O. No catalyst specified. The product is [F:14][C:15]1[CH:23]=[C:22]2[C:18]([C:19]([CH2:25][NH:6][CH3:5])=[CH:20][N:21]2[CH3:24])=[CH:17][CH:16]=1. The yield is 0.350. (4) The reactants are O.[NH2:2][NH2:3].[CH3:4][O:5][C:6]1[CH:15]=[C:14]2[C:9]([C:10]([CH2:16][C:17]([C:19]3[CH:24]=[CH:23][CH:22]=[CH:21][N:20]=3)=O)=[CH:11][CH:12]=[N:13]2)=[CH:8][CH:7]=1.Cl. The catalyst is C(O)C. The product is [CH3:4][O:5][C:6]1[CH:15]=[C:14]2[C:9]([C:10]([CH2:16][C:17](=[N:2][NH2:3])[C:19]3[CH:24]=[CH:23][CH:22]=[CH:21][N:20]=3)=[CH:11][CH:12]=[N:13]2)=[CH:8][CH:7]=1. The yield is 0.950. (5) The reactants are Br[C:2]1[N:3]([CH:24]([CH2:26][CH3:27])[CH3:25])[C:4]2[C:9]([N:10]=1)=[C:8]([C:11]1[CH:12]=[N:13][C:14]([NH2:17])=[N:15][CH:16]=1)[N:7]=[C:6]([N:18]1[CH2:23][CH2:22][O:21][CH2:20][CH2:19]1)[N:5]=2.[CH3:28][Zn]C.CO. The catalyst is O1CCOCC1.C1C=CC(P(C2C=CC=CC=2)[C-]2C=CC=C2)=CC=1.C1C=CC(P(C2C=CC=CC=2)[C-]2C=CC=C2)=CC=1.Cl[Pd]Cl.[Fe+2]. The product is [CH:24]([N:3]1[C:2]([CH3:28])=[N:10][C:9]2[C:4]1=[N:5][C:6]([N:18]1[CH2:23][CH2:22][O:21][CH2:20][CH2:19]1)=[N:7][C:8]=2[C:11]1[CH:12]=[N:13][C:14]([NH2:17])=[N:15][CH:16]=1)([CH2:26][CH3:27])[CH3:25]. The yield is 0.470. (6) The reactants are Cl[CH2:2][C:3]1[CH:4]=[C:5]([C:9]2[CH:10]=[C:11]3[C:16](=[CH:17][CH:18]=2)[N:15]([CH3:19])[C:14](=[O:20])[CH2:13][CH2:12]3)[CH:6]=[N:7][CH:8]=1.[F:21][C:22]1[CH:23]=[CH:24][C:25](=[O:28])[NH:26][CH:27]=1.C([O-])([O-])=O.[K+].[K+]. The catalyst is CN(C=O)C. The product is [F:21][C:22]1[CH:23]=[CH:24][C:25]([O:28][CH2:2][C:3]2[CH:4]=[C:5]([C:9]3[CH:10]=[C:11]4[C:16](=[CH:17][CH:18]=3)[N:15]([CH3:19])[C:14](=[O:20])[CH2:13][CH2:12]4)[CH:6]=[N:7][CH:8]=2)=[N:26][CH:27]=1. The yield is 0.250.